From a dataset of Peptide-MHC class I binding affinity with 185,985 pairs from IEDB/IMGT. Regression. Given a peptide amino acid sequence and an MHC pseudo amino acid sequence, predict their binding affinity value. This is MHC class I binding data. (1) The peptide sequence is KSFSAGMFH. The MHC is HLA-A25:01 with pseudo-sequence HLA-A25:01. The binding affinity (normalized) is 0.0847. (2) The peptide sequence is CTSSIQYHR. The MHC is HLA-A29:02 with pseudo-sequence HLA-A29:02. The binding affinity (normalized) is 0.328. (3) The peptide sequence is EKAAWGVAL. The MHC is HLA-A02:01 with pseudo-sequence HLA-A02:01. The binding affinity (normalized) is 0.0847. (4) The binding affinity (normalized) is 0.0847. The peptide sequence is LSDLCNFLV. The MHC is HLA-A24:03 with pseudo-sequence HLA-A24:03. (5) The binding affinity (normalized) is 0. The peptide sequence is AIEDVWQLFE. The MHC is Mamu-A2201 with pseudo-sequence Mamu-A2201. (6) The peptide sequence is GWPDNYCEW. The MHC is HLA-B08:03 with pseudo-sequence HLA-B08:03. The binding affinity (normalized) is 0.0847.